This data is from Full USPTO retrosynthesis dataset with 1.9M reactions from patents (1976-2016). The task is: Predict the reactants needed to synthesize the given product. (1) Given the product [CH3:21][O:22]/[N:23]=[C:5]1\[CH2:6][C:7]2([O:11][C:12]3[C:4]\1=[C:3]([CH2:1][CH3:2])[C:15]([OH:16])=[C:14]([CH2:17][CH3:18])[CH:13]=3)[CH2:10][CH2:9][CH2:8]2, predict the reactants needed to synthesize it. The reactants are: [CH2:1]([C:3]1[C:15]([OH:16])=[C:14]([CH2:17][CH3:18])[CH:13]=[C:12]2[C:4]=1[C:5](=O)[CH2:6][C:7]1([O:11]2)[CH2:10][CH2:9][CH2:8]1)[CH3:2].Cl.[CH3:21][O:22][NH2:23].C([O-])(=O)C.[Na+]. (2) Given the product [N:37]1[CH:42]=[CH:41][CH:40]=[CH:39][C:38]=1[CH2:43][NH:44][C:23]1[N:24]=[CH:25][C:20]([CH2:19][C:12]2[C:13]3[CH:18]=[N:17][CH:16]=[N:15][C:14]=3[NH:10][CH:11]=2)=[CH:21][N:22]=1, predict the reactants needed to synthesize it. The reactants are: C1(S([N:10]2[C:14]3[N:15]=[CH:16][N:17]=[CH:18][C:13]=3[C:12]([CH2:19][C:20]3[CH:21]=[N:22][C:23](S(C)(=O)=O)=[N:24][CH:25]=3)=[CH:11]2)(=O)=O)C=CC=CC=1.CN1CCCC1=O.[N:37]1[CH:42]=[CH:41][CH:40]=[CH:39][C:38]=1[CH2:43][NH2:44].[OH-].[K+]. (3) The reactants are: [OH:1][C:2]1[CH:28]=[CH:27][C:5]2[N:6]=[C:7]([N:9]3[CH2:14][CH2:13][CH:12]([O:15][CH2:16][C@@H:17]([NH:19][C:20](=[O:26])[O:21][C:22]([CH3:25])([CH3:24])[CH3:23])[CH3:18])[CH2:11][CH2:10]3)[O:8][C:4]=2[CH:3]=1.C(=O)([O-])[O-].[K+].[K+].Br[CH2:36][CH:37]1[CH2:39][CH2:38]1. Given the product [CH:37]1([CH2:36][O:1][C:2]2[CH:28]=[CH:27][C:5]3[N:6]=[C:7]([N:9]4[CH2:10][CH2:11][CH:12]([O:15][CH2:16][C@@H:17]([NH:19][C:20](=[O:26])[O:21][C:22]([CH3:24])([CH3:23])[CH3:25])[CH3:18])[CH2:13][CH2:14]4)[O:8][C:4]=3[CH:3]=2)[CH2:39][CH2:38]1, predict the reactants needed to synthesize it. (4) Given the product [Br:5][C:9]1[CH:8]=[C:7]([CH3:6])[CH:13]=[C:12]([CH3:14])[CH:11]=1, predict the reactants needed to synthesize it. The reactants are: N([O-])=O.[Na+].[BrH:5].[CH3:6][C:7]1[CH:8]=[C:9]([CH:11]=[C:12]([CH3:14])[CH:13]=1)N.CCCCCC.